Predict the reaction yield, written as a fraction of the theoretical maximum amount of product (1.0 means a 100% yield; for example, 0.34 means a 34% yield). From a dataset of Reaction yield outcomes from USPTO patents with 853,638 reactions. (1) The reactants are B(Br)(Br)Br.[CH:5]1([CH2:11][NH:12][C:13]([C:15]2[C:20]([O:21]C)=[CH:19][CH:18]=[CH:17][C:16]=2[NH:23][C:24]([C:26]2[C:35]3[C:30](=[CH:31][CH:32]=[CH:33][CH:34]=3)[CH:29]=[CH:28][CH:27]=2)=[O:25])=[O:14])[CH2:10][CH2:9][CH2:8][CH2:7][CH2:6]1. The catalyst is C(Cl)Cl. The product is [CH:5]1([CH2:11][NH:12][C:13]([C:15]2[C:20]([OH:21])=[CH:19][CH:18]=[CH:17][C:16]=2[NH:23][C:24]([C:26]2[C:35]3[C:30](=[CH:31][CH:32]=[CH:33][CH:34]=3)[CH:29]=[CH:28][CH:27]=2)=[O:25])=[O:14])[CH2:10][CH2:9][CH2:8][CH2:7][CH2:6]1. The yield is 0.200. (2) The reactants are [O:1]=[C:2]1[C:7]([CH2:8][C:9]2[CH:14]=[CH:13][C:12]([C:15]3[CH:20]=[CH:19][CH:18]=[CH:17][C:16]=3[C:21]3[NH:25][C:24](=[O:26])[O:23][N:22]=3)=[CH:11][CH:10]=2)=[C:6]([CH2:27][CH2:28][CH3:29])[N:5]2[N:30]=[CH:31][N:32]=[C:4]2[N:3]1[C@H:33]1[CH2:38][CH2:37][C@H:36]([O:39][CH2:40][C:41]2([C:45]([NH2:47])=O)[CH2:44][CH2:43][CH2:42]2)[CH2:35][CH2:34]1.N1C=CC=CC=1.FC(F)(F)C(OC(=O)C(F)(F)F)=O. The catalyst is O1CCCC1.C(OCC)(=O)C. The yield is 0.690. The product is [O:1]=[C:2]1[C:7]([CH2:8][C:9]2[CH:14]=[CH:13][C:12]([C:15]3[CH:20]=[CH:19][CH:18]=[CH:17][C:16]=3[C:21]3[NH:25][C:24](=[O:26])[O:23][N:22]=3)=[CH:11][CH:10]=2)=[C:6]([CH2:27][CH2:28][CH3:29])[N:5]2[N:30]=[CH:31][N:32]=[C:4]2[N:3]1[C@H:33]1[CH2:34][CH2:35][C@H:36]([O:39][CH2:40][C:41]2([C:45]#[N:47])[CH2:44][CH2:43][CH2:42]2)[CH2:37][CH2:38]1.